Regression. Given a target protein amino acid sequence and a drug SMILES string, predict the binding affinity score between them. We predict pIC50 (pIC50 = -log10(IC50 in M); higher means more potent). Dataset: bindingdb_ic50. From a dataset of Drug-target binding data from BindingDB using IC50 measurements. The drug is CCOc1cc(/C=C(/C#N)C(=O)Nc2ccc(O)cc2)cc(Br)c1O. The target protein (O96935) has sequence MKLTKGCAYKYIIFTVLILANILYDNKKRCMIKKNLRISSCGIISRLLKSNSNYNSFNKNYNFTSAISELQFSNFWNLDILQKDIFSNIHNNKNKPQSYIIHKRLMSEKGDNNNNNHQNNNGNDNKKRLGSVVNNEENTCSDKRMKPFEEGHGITQVDKMNNNSDHLQQNGVMNLNSNNVENNNNNNSVVVKKNEPKIHYRKDYKPSGFIINNVTLNINIHDNETIVRSVLDMDISKHNVGEDLVFDGVGLKINEISINNKKLVEGEEYTYDNEFLTIFSKFVPKSKFAFSSEVIIHPETNYALTGLYKSKNIIVSQCEATGFRRITFFIDRPDMMAKYDVTVTADKEKYPVLLSNGDKVNEFEIPGGRHGARFNDPHLKPCYLFAVVAGDLKHLSATYITKYTKKKVELYVFSEEKYVSKLQWALECLKKSMAFDEDYFGLEYDLSRLNLVAVSDFNVGAMENKGLNIFNANSLLASKKNSIDFSYARILTVVGHEYFH.... The pIC50 is 4.1.